From a dataset of Reaction yield outcomes from USPTO patents with 853,638 reactions. Predict the reaction yield, written as a fraction of the theoretical maximum amount of product (1.0 means a 100% yield; for example, 0.34 means a 34% yield). (1) The reactants are [Li]C(C)(C)C.Br[C:7]1[CH:8]=[C:9]2[CH:15]=[N:14][NH:13][C:10]2=[CH:11][N:12]=1.CN([CH:19]=[O:20])C. The catalyst is C1COCC1. The product is [NH:13]1[C:10]2=[CH:11][N:12]=[C:7]([CH:19]=[O:20])[CH:8]=[C:9]2[CH:15]=[N:14]1. The yield is 0.500. (2) The reactants are ClC1C(NC2C=C(C3CC3)NN=2)=NC([NH:8][C@H:9]([C:11]2[C:16]([F:17])=[CH:15][C:14]([F:18])=[CH:13][N:12]=2)[CH3:10])=NC=1.[C:36](O[C:36]([O:38][C:39]([CH3:42])([CH3:41])[CH3:40])=[O:37])([O:38][C:39]([CH3:42])([CH3:41])[CH3:40])=[O:37].O.[OH-].[Li+].O. The catalyst is CN(C1C=CN=CC=1)C.C1COCC1.CCOCC. The product is [C:39]([O:38][C:36](=[O:37])[NH:8][CH:9]([C:11]1[C:16]([F:17])=[CH:15][C:14]([F:18])=[CH:13][N:12]=1)[CH3:10])([CH3:40])([CH3:41])[CH3:42]. The yield is 0.770.